From a dataset of Full USPTO retrosynthesis dataset with 1.9M reactions from patents (1976-2016). Predict the reactants needed to synthesize the given product. (1) Given the product [OH:18][C:15]1[CH:16]=[CH:17][C:12]([CH:11]=[CH:7][C:1]2[CH:2]=[CH:3][CH:4]=[CH:5][CH:6]=2)=[CH:13][C:14]=1[O:19][CH3:20], predict the reactants needed to synthesize it. The reactants are: [C:1]1([C:7](=[CH:11][C:12]2[CH:17]=[CH:16][C:15]([OH:18])=[C:14]([O:19][CH3:20])[CH:13]=2)C(O)=O)[CH:6]=[CH:5][CH:4]=[CH:3][CH:2]=1.C([O-])(O)=O.[Na+]. (2) Given the product [NH2:1][C:2]1[N:7]=[CH:6][N:5]=[C:4]2[N:8]([C@@H:18]3[CH2:22][CH2:21][N:20]([C:23]([NH:38][C:34]4[CH:35]=[CH:36][CH:37]=[C:32]([C:31]([F:30])([F:41])[F:42])[CH:33]=4)=[O:24])[CH2:19]3)[N:9]=[C:10]([C:11]3[CH:16]=[CH:15][C:14]([NH:17][C:39]([NH:38][C:34]4[CH:35]=[CH:36][CH:37]=[C:32]([C:31]([F:41])([F:42])[F:30])[CH:33]=4)=[O:40])=[CH:13][CH:12]=3)[C:3]=12, predict the reactants needed to synthesize it. The reactants are: [NH2:1][C:2]1[N:7]=[CH:6][N:5]=[C:4]2[N:8]([C@@H:18]3[CH2:22][CH2:21][N:20]([C:23](OC(C)(C)C)=[O:24])[CH2:19]3)[N:9]=[C:10]([C:11]3[CH:16]=[CH:15][C:14]([NH2:17])=[CH:13][CH:12]=3)[C:3]=12.[F:30][C:31]([F:42])([F:41])[C:32]1[CH:33]=[C:34]([N:38]=[C:39]=[O:40])[CH:35]=[CH:36][CH:37]=1.C(O)=O.Cl. (3) Given the product [CH2:73]([O:74][C:63]([C@@:68]1([NH:11][C:12]([C@@H:14]2[CH2:18][C@@H:17]([O:19][C:20]3[C:29]4[C:24](=[CH:25][C:26]([O:30][CH3:31])=[CH:27][CH:28]=4)[N:23]=[C:22]([C:32]4[CH:33]=[CH:34][CH:35]=[CH:36][CH:37]=4)[CH:21]=3)[CH2:16][N:15]2[C:38](=[O:49])[NH:39][C@H:40]([CH2:45][NH2:46])[CH2:41][CH:42]([CH3:44])[CH3:43])=[O:13])[CH2:67][C@H:66]1[CH:65]=[CH2:64])=[O:70])[CH3:72], predict the reactants needed to synthesize it. The reactants are: C(OC([C@@H]1C[C@]1([NH:11][C:12]([C@@H:14]1[CH2:18][C@@H:17]([O:19][C:20]2[C:29]3[C:24](=[CH:25][C:26]([O:30][CH3:31])=[CH:27][CH:28]=3)[N:23]=[C:22]([C:32]3[CH:37]=[CH:36][CH:35]=[CH:34][CH:33]=3)[CH:21]=2)[CH2:16][N:15]1[C:38](=[O:49])[NH:39][C@H:40]([CH2:45][N:46]=[N+]=[N-])[CH2:41][CH:42]([CH3:44])[CH3:43])=[O:13])C=C)=O)C.[CH:63]1[CH:68]=[CH:67][C:66](P([C:63]2[CH:68]=[CH:67][CH:66]=[CH:65][CH:64]=2)[C:63]2[CH:68]=[CH:67][CH:66]=[CH:65][CH:64]=2)=[CH:65][CH:64]=1.C[OH:70].C1C[O:74][CH2:73][CH2:72]1. (4) Given the product [OH:27][NH:26][C:13]([CH2:12][CH2:11][CH2:10][CH2:9][CH2:8][NH:7][C:5](=[O:6])[C:4]1[CH:16]=[CH:17][C:18]([C:19]2[CH:24]=[CH:23][CH:22]=[CH:21][CH:20]=2)=[C:2]([CH3:1])[CH:3]=1)=[O:14], predict the reactants needed to synthesize it. The reactants are: [CH3:1][C:2]1[CH:3]=[C:4]([CH:16]=[CH:17][C:18]=1[C:19]1[CH:24]=[CH:23][CH:22]=[CH:21][CH:20]=1)[C:5]([NH:7][CH2:8][CH2:9][CH2:10][CH2:11][CH2:12][C:13](O)=[O:14])=[O:6].Cl.[NH2:26][OH:27]. (5) Given the product [F:25][C:2]([F:1])([F:24])[C:3]1[CH:4]=[CH:5][C:6]([O:9][CH:10]2[CH:15]3[CH2:16][CH:12]([CH2:13][NH:14]3)[CH2:11]2)=[N:7][CH:8]=1, predict the reactants needed to synthesize it. The reactants are: [F:1][C:2]([F:25])([F:24])[C:3]1[CH:4]=[CH:5][C:6]([O:9][CH:10]2[CH:15]3[CH2:16][CH:12]([CH2:13][N:14]3C(OC(C)(C)C)=O)[CH2:11]2)=[N:7][CH:8]=1.Cl. (6) Given the product [C:1]([C:3]1[CH:40]=[CH:39][C:6]([O:7][CH:8]([CH2:14][C:15]2[CH:16]=[CH:17][C:18]([O:21][CH2:22][CH2:23][NH:24][C:25](=[O:38])[C:26]3[CH:31]=[CH:30][C:29]([C:32]4[CH:37]=[CH:36][CH:35]=[CH:34][N:33]=4)=[CH:28][CH:27]=3)=[CH:19][CH:20]=2)[C:9]([OH:11])=[O:10])=[CH:5][CH:4]=1)#[N:2], predict the reactants needed to synthesize it. The reactants are: [C:1]([C:3]1[CH:40]=[CH:39][C:6]([O:7][CH:8]([CH2:14][C:15]2[CH:20]=[CH:19][C:18]([O:21][CH2:22][CH2:23][NH:24][C:25](=[O:38])[C:26]3[CH:31]=[CH:30][C:29]([C:32]4[CH:37]=[CH:36][CH:35]=[CH:34][N:33]=4)=[CH:28][CH:27]=3)=[CH:17][CH:16]=2)[C:9]([O:11]CC)=[O:10])=[CH:5][CH:4]=1)#[N:2].[OH-].[Na+]. (7) The reactants are: [OH:1]C1CCN(C)CC1.FC1C=CC(C#N)=CC=1.[CH3:18][N:19]1[CH2:24][CH2:23][CH:22]([O:25][C:26]2[CH:33]=[CH:32][C:29]([C:30]#N)=[CH:28][CH:27]=2)[CH2:21][CH2:20]1. Given the product [CH3:18][N:19]1[CH2:24][CH2:23][CH:22]([O:25][C:26]2[CH:33]=[CH:32][C:29]([CH:30]=[O:1])=[CH:28][CH:27]=2)[CH2:21][CH2:20]1, predict the reactants needed to synthesize it.